This data is from Full USPTO retrosynthesis dataset with 1.9M reactions from patents (1976-2016). The task is: Predict the reactants needed to synthesize the given product. Given the product [C:44]([O:43][C:42]([NH:41][CH2:40][CH2:39][CH2:38][CH2:37][CH2:36][CH2:35][O:1][C:2]1[CH:33]=[CH:32][C:5]([CH2:6][NH:7][C:8]2[N:13]=[C:12]([O:14][CH2:15][C:16]([F:19])([F:18])[F:17])[N:11]=[C:10]([NH:20][C:21]3[CH:31]=[CH:30][C:24]([C:25]([O:27][CH2:28][CH3:29])=[O:26])=[CH:23][CH:22]=3)[N:9]=2)=[CH:4][CH:3]=1)=[O:48])([CH3:47])([CH3:46])[CH3:45], predict the reactants needed to synthesize it. The reactants are: [OH:1][C:2]1[CH:33]=[CH:32][C:5]([CH2:6][NH:7][C:8]2[N:13]=[C:12]([O:14][CH2:15][C:16]([F:19])([F:18])[F:17])[N:11]=[C:10]([NH:20][C:21]3[CH:31]=[CH:30][C:24]([C:25]([O:27][CH2:28][CH3:29])=[O:26])=[CH:23][CH:22]=3)[N:9]=2)=[CH:4][CH:3]=1.Br[CH2:35][CH2:36][CH2:37][CH2:38][CH2:39][CH2:40][NH:41][C:42](=[O:48])[O:43][C:44]([CH3:47])([CH3:46])[CH3:45].C([O-])([O-])=O.[K+].[K+].